Predict which catalyst facilitates the given reaction. From a dataset of Catalyst prediction with 721,799 reactions and 888 catalyst types from USPTO. (1) Reactant: Br[C:2]1[N:7]2[CH:8]=[CH:9][N:10]=[C:6]2[C:5]([NH:11][C:12]2[CH:17]=[CH:16][C:15]([O:18][CH2:19][CH2:20][N:21]3[CH2:26][CH2:25][O:24][CH2:23][CH2:22]3)=[CH:14][CH:13]=2)=[N:4][CH:3]=1.CC1(C)C(C)(C)OB([C:35]2[CH:36]=[N:37][NH:38][CH:39]=2)O1.C([O-])([O-])=O.[Na+].[Na+]. Product: [N:21]1([CH2:20][CH2:19][O:18][C:15]2[CH:16]=[CH:17][C:12]([NH:11][C:5]3[C:6]4[N:7]([CH:8]=[CH:9][N:10]=4)[C:2]([C:35]4[CH:36]=[N:37][NH:38][CH:39]=4)=[CH:3][N:4]=3)=[CH:13][CH:14]=2)[CH2:26][CH2:25][O:24][CH2:23][CH2:22]1. The catalyst class is: 77. (2) Reactant: [H-].[Na+].[CH2:3]([O:5][C:6]([C:8]1[NH:9][CH:10]=[C:11]([CH3:20])[C:12]=1[C:13]1[CH:18]=[CH:17][C:16]([CH3:19])=[CH:15][CH:14]=1)=[O:7])[CH3:4].Br[C:22]1[CH:29]=[CH:28][C:25]([CH2:26]Br)=[CH:24][CH:23]=1.[Na+].[Cl-].[CH2:32]1COCC1. Product: [CH2:3]([O:5][C:6]([C:8]1[N:9]([CH2:32][C:22]2[CH:29]=[CH:28][C:25]([CH3:26])=[CH:24][CH:23]=2)[CH:10]=[C:11]([CH3:20])[C:12]=1[C:13]1[CH:14]=[CH:15][C:16]([CH3:19])=[CH:17][CH:18]=1)=[O:7])[CH3:4]. The catalyst class is: 232.